This data is from Full USPTO retrosynthesis dataset with 1.9M reactions from patents (1976-2016). The task is: Predict the reactants needed to synthesize the given product. (1) Given the product [CH3:19][C@H:18]([NH:20][C:21](=[O:27])[O:22][C:23]([CH3:24])([CH3:26])[CH3:25])[CH2:17][O:16][CH:13]1[CH2:14][CH2:15][N:10]([C:8]2[O:9][C:5]3[CH:4]=[CH:3][C:2]([O:1][CH2:30][CH2:31][CH3:32])=[CH:28][C:6]=3[N:7]=2)[CH2:11][CH2:12]1, predict the reactants needed to synthesize it. The reactants are: [OH:1][C:2]1[CH:3]=[CH:4][C:5]2[O:9][C:8]([N:10]3[CH2:15][CH2:14][CH:13]([O:16][CH2:17][C@@H:18]([NH:20][C:21](=[O:27])[O:22][C:23]([CH3:26])([CH3:25])[CH3:24])[CH3:19])[CH2:12][CH2:11]3)=[N:7][C:6]=2[CH:28]=1.Br[CH2:30][CH2:31][CH3:32]. (2) Given the product [CH3:16][O:17][C:18]([C:19]1[CH:24]=[CH:23][C:22]2[NH:25][CH:1]=[N:26][C:21]=2[CH:20]=1)=[O:27], predict the reactants needed to synthesize it. The reactants are: [C:1](C1C=CC(OCC(O)=O)=CC=1)(C)(C)C.[CH3:16][O:17][C:18](=[O:27])[C:19]1[CH:24]=[CH:23][C:22]([NH2:25])=[C:21]([NH2:26])[CH:20]=1.C(OCC)(=O)C.C(=O)(O)[O-].[Na+].